From a dataset of Reaction yield outcomes from USPTO patents with 853,638 reactions. Predict the reaction yield, written as a fraction of the theoretical maximum amount of product (1.0 means a 100% yield; for example, 0.34 means a 34% yield). (1) The product is [F:19][CH2:18][C:10]1([C:13]([O:15][CH2:16][CH3:17])=[O:14])[CH2:11][CH2:12][NH:8][CH2:9]1. The yield is 0.500. The reactants are C([N:8]1[CH2:12][CH2:11][C:10]([CH2:18][F:19])([C:13]([O:15][CH2:16][CH3:17])=[O:14])[CH2:9]1)C1C=CC=CC=1.C([O-])=O.[NH4+]. The catalyst is CO.C(OCC)(=O)C.[Pd]. (2) The yield is 0.860. The reactants are Cl.[O:2]1[CH:6]=[CH:5][N:4]=[C:3]1[C:7](=[O:17])[CH2:8][CH2:9][CH2:10][CH:11]1[CH2:16][CH2:15][NH:14][CH2:13][CH2:12]1.N1C=CC=CC=1.[C:24](Cl)(=[O:28])[CH:25]([CH3:27])[CH3:26]. The catalyst is C(Cl)Cl. The product is [C:24]([N:14]1[CH2:15][CH2:16][CH:11]([CH2:10][CH2:9][CH2:8][C:7]([C:3]2[O:2][CH:6]=[CH:5][N:4]=2)=[O:17])[CH2:12][CH2:13]1)(=[O:28])[CH:25]([CH3:27])[CH3:26]. (3) The catalyst is COCCOC. The reactants are [OH:1][C:2]1([CH2:15][N:16]2[CH:20]=[C:19](B3OC(C)(C)C(C)(C)O3)[CH:18]=[N:17]2)[CH2:7][CH2:6][N:5]([C:8]([O:10][C:11]([CH3:14])([CH3:13])[CH3:12])=[O:9])[CH2:4][CH2:3]1.[Cl:30][C:31]1[C:36]([F:37])=[CH:35][CH:34]=[C:33]([Cl:38])[C:32]=1[CH:39]([O:41][C:42]1[C:43]([NH2:49])=[N:44][CH:45]=[C:46](I)[CH:47]=1)[CH3:40].C([O-])([O-])=O.[Na+].[Na+]. The yield is 0.280. The product is [NH2:49][C:43]1[N:44]=[CH:45][C:46]([C:19]2[CH:18]=[N:17][N:16]([CH2:15][C:2]3([OH:1])[CH2:7][CH2:6][N:5]([C:8]([O:10][C:11]([CH3:13])([CH3:14])[CH3:12])=[O:9])[CH2:4][CH2:3]3)[CH:20]=2)=[CH:47][C:42]=1[O:41][CH:39]([C:32]1[C:33]([Cl:38])=[CH:34][CH:35]=[C:36]([F:37])[C:31]=1[Cl:30])[CH3:40]. (4) The reactants are [CH3:1][O:2][C:3]1[CH:26]=[CH:25][C:6]2[C:7](=[O:24])/[C:8](=[CH:10]/[C:11]3[C:19]4[C:14](=[CH:15][CH:16]=[C:17]([S:20]([CH3:23])(=[O:22])=[O:21])[CH:18]=4)[NH:13][N:12]=3)/[O:9][C:5]=2[C:4]=1[CH2:27][N:28]1[CH2:33][CH2:32][N:31](C(OC(C)(C)C)=O)[CH2:30][CH2:29]1.Cl. The catalyst is C(Cl)Cl.O1CCOCC1. The product is [CH3:1][O:2][C:3]1[CH:26]=[CH:25][C:6]2[C:7](=[O:24])/[C:8](=[CH:10]/[C:11]3[C:19]4[C:14](=[CH:15][CH:16]=[C:17]([S:20]([CH3:23])(=[O:21])=[O:22])[CH:18]=4)[NH:13][N:12]=3)/[O:9][C:5]=2[C:4]=1[CH2:27][N:28]1[CH2:29][CH2:30][NH:31][CH2:32][CH2:33]1. The yield is 0.720. (5) The reactants are C1C=CC2N(O)[N:8]=[N:7]C=2C=1.CCN=C=NCCCN(C)C.[F:22][CH:23]([F:34])[O:24][C:25]1[CH:33]=[CH:32][C:28]([C:29](O)=[O:30])=[CH:27][CH:26]=1.O.NN. The catalyst is C(#N)C.C1CCCCC1. The product is [F:22][CH:23]([F:34])[O:24][C:25]1[CH:33]=[CH:32][C:28]([C:29]([NH:7][NH2:8])=[O:30])=[CH:27][CH:26]=1. The yield is 0.790. (6) The reactants are [CH2:1]([O:3][CH:4]([O:7][CH2:8][CH3:9])[CH2:5][NH2:6])[CH3:2].[N:10]1[C:19]2[C:14](=[CH:15][CH:16]=[CH:17][C:18]=2[CH:20]=O)[CH:13]=[CH:12][CH:11]=1. No catalyst specified. The product is [CH2:1]([O:3][CH:4]([O:7][CH2:8][CH3:9])[CH2:5][NH:6][CH2:20][C:18]1[CH:17]=[CH:16][CH:15]=[C:14]2[C:19]=1[N:10]=[CH:11][CH:12]=[CH:13]2)[CH3:2]. The yield is 0.730. (7) The reactants are COC[O:4][C:5]1[CH:14]=[CH:13][C:8]([C:9]([O:11][CH3:12])=[O:10])=[C:7]([O:15][CH2:16][CH:17]2[CH2:19][O:18]2)[CH:6]=1.[C:20]1([C:26]2[C:34]3[C:33]([N:35]4[CH2:40][CH2:39][CH:38]([NH2:41])[CH2:37][CH2:36]4)=[N:32][CH:31]=[N:30][C:29]=3[S:28][CH:27]=2)[CH:25]=[CH:24][CH:23]=[CH:22][CH:21]=1. No catalyst specified. The product is [OH:4][C:5]1[CH:14]=[CH:13][C:8]([C:9]([O:11][CH3:12])=[O:10])=[C:7]([O:15][CH2:16][CH:17]([OH:18])[CH2:19][NH:41][CH:38]2[CH2:39][CH2:40][N:35]([C:33]3[C:34]4[C:26]([C:20]5[CH:25]=[CH:24][CH:23]=[CH:22][CH:21]=5)=[CH:27][S:28][C:29]=4[N:30]=[CH:31][N:32]=3)[CH2:36][CH2:37]2)[CH:6]=1. The yield is 0.510.